Dataset: Full USPTO retrosynthesis dataset with 1.9M reactions from patents (1976-2016). Task: Predict the reactants needed to synthesize the given product. (1) Given the product [NH2:25][C:23](=[O:24])[C@@H:22]([NH:21][C:16]([C:9]1[C:10]2[C:15](=[CH:14][CH:13]=[CH:12][CH:11]=2)[N:7]([CH2:6][C:5]2[CH:4]=[CH:3][C:2]([F:1])=[CH:20][CH:19]=2)[N:8]=1)=[O:18])[C:26]1[CH:31]=[CH:30][CH:29]=[CH:28][CH:27]=1, predict the reactants needed to synthesize it. The reactants are: [F:1][C:2]1[CH:20]=[CH:19][C:5]([CH2:6][N:7]2[C:15]3[C:10](=[CH:11][CH:12]=[CH:13][CH:14]=3)[C:9]([C:16]([OH:18])=O)=[N:8]2)=[CH:4][CH:3]=1.[NH2:21][C@@H:22]([C:26]1[CH:31]=[CH:30][CH:29]=[CH:28][CH:27]=1)[C:23]([NH2:25])=[O:24].CCN=C=NCCCN(C)C.Cl.C1C=CC2N(O)N=NC=2C=1.C(N(CC)C(C)C)(C)C. (2) The reactants are: [CH3:1][C:2]1[CH:10]=[CH:9][C:5]([C:6](O)=[O:7])=[CH:4][C:3]=1[C:11]1[CH:12]=[C:13]2[C:17](=[CH:18][CH:19]=1)[C:16](=[O:20])[N:15]([C:21]1[CH:26]=[CH:25][CH:24]=[CH:23][CH:22]=1)[CH2:14]2.[CH:27]1([NH2:30])[CH2:29][CH2:28]1.C1C=CC2N(O)N=NC=2C=1.C1CN([P+](ON2N=NC3C=CC=CC2=3)(N2CCCC2)N2CCCC2)CC1.F[P-](F)(F)(F)(F)F.C(N(CC)C(C)C)(C)C. Given the product [CH:27]1([NH:30][C:6](=[O:7])[C:5]2[CH:9]=[CH:10][C:2]([CH3:1])=[C:3]([C:11]3[CH:12]=[C:13]4[C:17](=[CH:18][CH:19]=3)[C:16](=[O:20])[N:15]([C:21]3[CH:22]=[CH:23][CH:24]=[CH:25][CH:26]=3)[CH2:14]4)[CH:4]=2)[CH2:29][CH2:28]1, predict the reactants needed to synthesize it. (3) Given the product [F:33][C:27]1[CH:28]=[CH:29][C:30]([F:32])=[CH:31][C:26]=1[C@@H:9]1[C@@H:8]([NH2:7])[CH2:13][C@@H:12]([N:14]2[CH2:21][C:20]3[C:16](=[N:17][N:18]([S:22]([CH3:25])(=[O:24])=[O:23])[CH:19]=3)[CH2:15]2)[CH2:11][O:10]1, predict the reactants needed to synthesize it. The reactants are: C(OC(=O)[NH:7][C@H:8]1[CH2:13][C@@H:12]([N:14]2[CH2:21][C:20]3[C:16](=[N:17][N:18]([S:22]([CH3:25])(=[O:24])=[O:23])[CH:19]=3)[CH2:15]2)[CH2:11][O:10][C@@H:9]1[C:26]1[CH:31]=[C:30]([F:32])[CH:29]=[CH:28][C:27]=1[F:33])(C)(C)C.FC(F)(F)C(O)=O.